From a dataset of Full USPTO retrosynthesis dataset with 1.9M reactions from patents (1976-2016). Predict the reactants needed to synthesize the given product. (1) Given the product [NH:17]1[CH:21]=[CH:20][N:19]=[C:18]1[C:22]([NH:1][C@H:2]1[CH2:7][CH2:6][N:5]([C:8]([O:10][C:11]([CH3:12])([CH3:13])[CH3:14])=[O:9])[CH2:4][C@H:3]1[O:15][CH3:16])=[O:23], predict the reactants needed to synthesize it. The reactants are: [NH2:1][C@H:2]1[CH2:7][CH2:6][N:5]([C:8]([O:10][C:11]([CH3:14])([CH3:13])[CH3:12])=[O:9])[CH2:4][C@H:3]1[O:15][CH3:16].[NH:17]1[CH:21]=[CH:20][N:19]=[C:18]1[C:22](O)=[O:23].CCN=C=NCCCN(C)C.Cl. (2) Given the product [N:14]1[CH:19]=[C:18]([N:1]2[C:9]3[C:4](=[CH:5][CH:6]=[CH:7][CH:8]=3)[C:3]([C:10]([O:12][CH3:13])=[O:11])=[CH:2]2)[CH:17]=[N:16][CH:15]=1, predict the reactants needed to synthesize it. The reactants are: [NH:1]1[C:9]2[C:4](=[CH:5][CH:6]=[CH:7][CH:8]=2)[C:3]([C:10]([O:12][CH3:13])=[O:11])=[CH:2]1.[N:14]1[CH:19]=[C:18](B(O)O)[CH:17]=[N:16][CH:15]=1.N1C2C(=CC=C3C=2N=CC=C3)C=CC=1.C(N(CC)CC)C. (3) Given the product [CH:36]1(/[C:34](/[CH3:35])=[CH:33]/[N:6]2[C:7]3[CH:8]=[CH:9][C:10]([CH3:13])=[CH:11][C:12]=3[C:4]3[CH2:3][N:2]([CH3:1])[CH2:15][CH2:14][C:5]2=3)[CH2:41][CH2:40][CH2:39][CH2:38][CH2:37]1, predict the reactants needed to synthesize it. The reactants are: [CH3:1][N:2]1[CH2:15][CH2:14][C:5]2[NH:6][C:7]3[CH:8]=[CH:9][C:10]([CH3:13])=[CH:11][C:12]=3[C:4]=2[CH2:3]1.P([O-])([O-])([O-])=O.[K+].[K+].[K+].N1CCC[C@H]1C(O)=O.Br[CH:33]=[C:34]([CH:36]1[CH2:41][CH2:40][CH2:39][CH2:38][CH2:37]1)[CH3:35]. (4) Given the product [C:30]([NH:34][C:35]([NH:2][CH2:3][CH2:4][N:5]1[CH2:11][CH2:10][CH2:9][CH2:8][C:7]([CH2:20][CH3:21])([C:12]2[CH:17]=[CH:16][CH:15]=[C:14]([O:18][CH3:19])[CH:13]=2)[C:6]1=[O:22])=[O:36])([CH3:33])([CH3:32])[CH3:31], predict the reactants needed to synthesize it. The reactants are: Cl.[NH2:2][CH2:3][CH2:4][N:5]1[CH2:11][CH2:10][CH2:9][CH2:8][C:7]([CH2:20][CH3:21])([C:12]2[CH:17]=[CH:16][CH:15]=[C:14]([O:18][CH3:19])[CH:13]=2)[C:6]1=[O:22].CCN(CC)CC.[C:30]([N:34]=[C:35]=[O:36])([CH3:33])([CH3:32])[CH3:31]. (5) Given the product [F:11][CH2:10][CH2:9][O:8][C:7]1[C:2]([C:26]([CH:28]2[CH2:33][CH2:32][N:31]([C:34]([O:36][C:37]([CH3:40])([CH3:39])[CH3:38])=[O:35])[CH2:30][CH2:29]2)=[O:27])=[N:3][CH:4]=[CH:5][CH:6]=1, predict the reactants needed to synthesize it. The reactants are: Br[C:2]1[C:7]([O:8][CH2:9][CH2:10][F:11])=[CH:6][CH:5]=[CH:4][N:3]=1.C([Li])CCC.CCCCCC.CON(C)[C:26]([CH:28]1[CH2:33][CH2:32][N:31]([C:34]([O:36][C:37]([CH3:40])([CH3:39])[CH3:38])=[O:35])[CH2:30][CH2:29]1)=[O:27]. (6) Given the product [F:1][C:2]1[C:3]([N:26]2[CH:30]=[C:29]([CH2:31][N:40]3[CH2:41][C@@H:37]([O:36][CH3:35])[C@@H:38]([OH:42])[CH2:39]3)[C:28]([CH3:33])=[N:27]2)=[N:4][C:5]([NH:8][C:9]2[C:10]([O:24][CH3:25])=[CH:11][C:12]([N:18]3[CH2:23][CH2:22][O:21][CH2:20][CH2:19]3)=[C:13]([NH:15][C:10](=[O:24])[CH:9]=[CH2:14])[CH:14]=2)=[N:6][CH:7]=1, predict the reactants needed to synthesize it. The reactants are: [F:1][C:2]1[C:3]([N:26]2[CH:30]=[C:29]([CH:31]=O)[C:28]([CH3:33])=[N:27]2)=[N:4][C:5]([NH:8][C:9]2[CH:14]=[C:13]([N+:15]([O-])=O)[C:12]([N:18]3[CH2:23][CH2:22][O:21][CH2:20][CH2:19]3)=[CH:11][C:10]=2[O:24][CH3:25])=[N:6][CH:7]=1.Cl.[CH3:35][O:36][C@@H:37]1[CH2:41][NH:40][CH2:39][C@@H:38]1[OH:42]. (7) The reactants are: [CH2:1]1[C:10]2[C:5](=[CH:6][C:7]([NH:11][C:12]([C:14]3[CH2:19][CH2:18][CH2:17][CH2:16][C:15]=3[C:20]3[CH:25]=[CH:24][C:23]([C:26]([F:29])([F:28])[F:27])=[CH:22][CH:21]=3)=[O:13])=[CH:8][CH:9]=2)[CH2:4][CH2:3][NH:2]1.[CH3:30][C:31]1[CH:32]=[C:33]([CH:36]=[CH:37][CH:38]=1)[CH:34]=O.C(O[BH-](OC(=O)C)OC(=O)C)(=O)C.[Na+]. Given the product [CH3:30][C:31]1[CH:32]=[C:33]([CH:36]=[CH:37][CH:38]=1)[CH2:34][N:2]1[CH2:3][CH2:4][C:5]2[C:10](=[CH:9][CH:8]=[C:7]([NH:11][C:12]([C:14]3[CH2:19][CH2:18][CH2:17][CH2:16][C:15]=3[C:20]3[CH:21]=[CH:22][C:23]([C:26]([F:27])([F:28])[F:29])=[CH:24][CH:25]=3)=[O:13])[CH:6]=2)[CH2:1]1, predict the reactants needed to synthesize it.